This data is from Full USPTO retrosynthesis dataset with 1.9M reactions from patents (1976-2016). The task is: Predict the reactants needed to synthesize the given product. (1) Given the product [C:1]([N:4]1[CH2:9][C@H:8]([CH3:10])[N:7]([C:11]2[O:12][C:13]3[C:14](=[C:16]([C:20]([O-:22])=[O:21])[CH:17]=[CH:18][CH:19]=3)[N:15]=2)[C@@H:6]([CH3:24])[CH2:5]1)(=[O:3])[CH3:2].[Li+:27], predict the reactants needed to synthesize it. The reactants are: [C:1]([N:4]1[CH2:9][C@H:8]([CH3:10])[N:7]([C:11]2[O:12][C:13]3[C:14](=[C:16]([C:20]([O:22]C)=[O:21])[CH:17]=[CH:18][CH:19]=3)[N:15]=2)[C@@H:6]([CH3:24])[CH2:5]1)(=[O:3])[CH3:2].O.[OH-].[Li+:27]. (2) The reactants are: [N:1]1[N:2]2[CH:10]=[CH:9][CH:8]=[C:3]2[C:4]([NH2:7])=[N:5][CH:6]=1.[Al+3].[Cl-].[Cl-].[Cl-].[C:15](Cl)(=[O:17])[CH3:16].C(=O)(O)[O-].[Na+]. Given the product [NH2:7][C:4]1[C:3]2=[CH:8][CH:9]=[C:10]([C:15](=[O:17])[CH3:16])[N:2]2[N:1]=[CH:6][N:5]=1, predict the reactants needed to synthesize it.